This data is from Catalyst prediction with 721,799 reactions and 888 catalyst types from USPTO. The task is: Predict which catalyst facilitates the given reaction. (1) Reactant: [Br:1][C:2]1[CH:16]=[C:15](/[CH:17]=[CH:18]/[CH:19]([C:24]2[CH:29]=[C:28]([Cl:30])[C:27]([Cl:31])=[C:26]([Cl:32])[CH:25]=2)[C:20]([F:23])([F:22])[F:21])[CH:14]=[CH:13][C:3]=1[C:4]([NH:6][CH:7]1[CH2:12][CH2:11][NH:10][CH2:9][CH2:8]1)=[O:5].Br[CH2:34][C:35]#[N:36]. Product: [Br:1][C:2]1[CH:16]=[C:15](/[CH:17]=[CH:18]/[CH:19]([C:24]2[CH:25]=[C:26]([Cl:32])[C:27]([Cl:31])=[C:28]([Cl:30])[CH:29]=2)[C:20]([F:23])([F:21])[F:22])[CH:14]=[CH:13][C:3]=1[C:4]([NH:6][CH:7]1[CH2:12][CH2:11][N:10]([CH2:34][C:35]#[N:36])[CH2:9][CH2:8]1)=[O:5]. The catalyst class is: 56. (2) Reactant: C1(C)C=CC=CC=1.N1CCCCC1.[CH:14]([C:17]1[C:26]2[CH:25]=[C:24]([C:27]3[CH:28]=[C:29]([CH:32]=[CH:33][C:34]=3[O:35][C:36]([F:39])([F:38])[F:37])[CH:30]=O)[C:23]([CH3:40])=[CH:22][C:21]=2[C:20]([CH3:42])([CH3:41])[CH2:19][CH:18]=1)([CH3:16])[CH3:15].[S:43]1[CH2:47][C:46](=[O:48])[NH:45][C:44]1=[O:49]. Product: [CH:14]([C:17]1[C:26]2[CH:25]=[C:24]([C:27]3[CH:28]=[C:29]([CH:32]=[CH:33][C:34]=3[O:35][C:36]([F:37])([F:38])[F:39])[CH:30]=[C:47]3[S:43][C:44](=[O:49])[NH:45][C:46]3=[O:48])[C:23]([CH3:40])=[CH:22][C:21]=2[C:20]([CH3:42])([CH3:41])[CH2:19][CH:18]=1)([CH3:16])[CH3:15]. The catalyst class is: 15. (3) Reactant: C([O:8][C:9]1[C:14]([CH3:15])=[CH:13][C:12]([O:16][C:17](=[O:24])[C:18]2[CH:23]=[CH:22][CH:21]=[CH:20][CH:19]=2)=[CH:11][C:10]=1[Cl:25])C1C=CC=CC=1.[H][H]. Product: [C:17]([O:16][C:12]1[CH:13]=[C:14]([CH3:15])[C:9]([OH:8])=[C:10]([Cl:25])[CH:11]=1)(=[O:24])[C:18]1[CH:19]=[CH:20][CH:21]=[CH:22][CH:23]=1. The catalyst class is: 849. (4) Reactant: [F:1][C:2]1[C:7]([C:8]2[N:9]=[C:10]([CH2:13][N:14]([CH3:22])[C:15](=[O:21])[O:16][C:17]([CH3:20])([CH3:19])[CH3:18])[S:11][CH:12]=2)=[CH:6][CH:5]=[CH:4][N:3]=1.[Br:23]N1C(=O)CCC1=O.C(=O)([O-])O.[Na+]. Product: [Br:23][C:12]1[S:11][C:10]([CH2:13][N:14]([CH3:22])[C:15](=[O:21])[O:16][C:17]([CH3:18])([CH3:19])[CH3:20])=[N:9][C:8]=1[C:7]1[C:2]([F:1])=[N:3][CH:4]=[CH:5][CH:6]=1. The catalyst class is: 9. (5) Reactant: Br[CH2:2][C:3]([C:5]1[CH:10]=[CH:9][C:8]([C:11]([F:14])([F:13])[F:12])=[CH:7][CH:6]=1)=[O:4].[N-:15]=[N+:16]=[N-:17].[Na+]. Product: [N:15]([CH2:2][C:3]([C:5]1[CH:10]=[CH:9][C:8]([C:11]([F:14])([F:13])[F:12])=[CH:7][CH:6]=1)=[O:4])=[N+:16]=[N-:17]. The catalyst class is: 3. (6) Reactant: [CH2:1]([O:8][C:9]([N:11]1[CH2:16][CH2:15][N:14]([C:17]([O:19][C:20]([CH3:23])([CH3:22])[CH3:21])=[O:18])[CH2:13][C@H:12]1[C:24](O)=[O:25])=[O:10])[C:2]1[CH:7]=[CH:6][CH:5]=[CH:4][CH:3]=1.B.C(O)(=O)C. Product: [CH2:1]([O:8][C:9]([N:11]1[CH2:16][CH2:15][N:14]([C:17]([O:19][C:20]([CH3:21])([CH3:22])[CH3:23])=[O:18])[CH2:13][C@@H:12]1[CH2:24][OH:25])=[O:10])[C:2]1[CH:3]=[CH:4][CH:5]=[CH:6][CH:7]=1. The catalyst class is: 30. (7) Reactant: [Cl:1][C:2]1[CH:3]=[C:4]([CH:12]([O:16][CH:17]2[CH2:21][CH2:20][CH2:19][CH2:18]2)[C:13]([OH:15])=O)[CH:5]=[CH:6][C:7]=1[S:8]([CH3:11])(=[O:10])=[O:9].[NH2:22][C:23]1[S:24][CH:25]=[CH:26][N:27]=1.CN([P+](ON1N=NC2C=CC=CC1=2)(N(C)C)N(C)C)C.F[P-](F)(F)(F)(F)F.C(N(CC)CC)C. Product: [Cl:1][C:2]1[CH:3]=[C:4]([CH:12]([O:16][CH:17]2[CH2:21][CH2:20][CH2:19][CH2:18]2)[C:13]([NH:22][C:23]2[S:24][CH:25]=[CH:26][N:27]=2)=[O:15])[CH:5]=[CH:6][C:7]=1[S:8]([CH3:11])(=[O:9])=[O:10]. The catalyst class is: 46.